From a dataset of Human liver microsome stability data. Regression/Classification. Given a drug SMILES string, predict its absorption, distribution, metabolism, or excretion properties. Task type varies by dataset: regression for continuous measurements (e.g., permeability, clearance, half-life) or binary classification for categorical outcomes (e.g., BBB penetration, CYP inhibition). Dataset: hlm. (1) The result is 0 (unstable in human liver microsomes). The compound is CNC(=O)c1ccc(C(=O)Nc2ccc(C)c(Nc3nccc(-c4cccnc4)n3)c2)cc1. (2) The molecule is N#Cc1ccc2[nH]c(-c3ccccc3)c(C(C[N+](=O)[O-])c3cccs3)c2c1. The result is 0 (unstable in human liver microsomes). (3) The drug is NC1CN(c2cc(-c3ccsc3)ncn2)CC1c1ccc(F)cc1Cl. The result is 0 (unstable in human liver microsomes). (4) The drug is CS(=O)(=O)c1cccc(C(=O)N[C@H](c2cn(C3(C#N)CC3)nn2)C2CCCCC2)c1. The result is 0 (unstable in human liver microsomes). (5) The drug is COc1cnc(O[C@@H]2C[C@@H](C(=O)N[C@]3(C(=O)NS(=O)(=O)C4CC4)C[C@H]3CC(F)F)N(C(=O)[C@@H](NC(=O)OC(C)(C)C)C(C)(C)C)C2)c2cc(Cl)ccc12. The result is 0 (unstable in human liver microsomes). (6) The compound is N=c1c(C(=O)N2CCc3ccccc3C2)cc2c(=O)n3ccccc3nc2n1Cc1ccccc1. The result is 1 (stable in human liver microsomes). (7) The compound is COc1ccc(-c2cc(-c3ccc(C(=O)N4CCOCC4)cc3)cnc2N)cn1. The result is 0 (unstable in human liver microsomes).